Dataset: Catalyst prediction with 721,799 reactions and 888 catalyst types from USPTO. Task: Predict which catalyst facilitates the given reaction. (1) Reactant: [C:1]([O:5][C:6]([NH:8][C:9]1[N:14]=[CH:13][C:12]([CH2:15][C:16]([O:18]CC)=[O:17])=[CH:11][CH:10]=1)=[O:7])([CH3:4])([CH3:3])[CH3:2].[OH-].[Na+]. Product: [C:1]([O:5][C:6]([NH:8][C:9]1[N:14]=[CH:13][C:12]([CH2:15][C:16]([OH:18])=[O:17])=[CH:11][CH:10]=1)=[O:7])([CH3:4])([CH3:2])[CH3:3]. The catalyst class is: 24. (2) Reactant: Cl[C:2]1[C:10]([N+:11]([O-:13])=[O:12])=[CH:9][C:8]([N+:14]([O-:16])=[O:15])=[CH:7][C:3]=1[C:4](Cl)=O.[S-:17][C:18]#[N:19].[NH4+].C1OCCOCCOCCOCCOCCOC1.[F:39][C:40]([F:49])([F:48])[C:41]1[CH:47]=[CH:46][C:44]([NH2:45])=[CH:43][CH:42]=1.COC1C=CC(P2(SP(C3C=CC(OC)=CC=3)(=S)S2)=[S:59])=CC=1. Product: [N+:14]([C:8]1[CH:9]=[C:10]([N+:11]([O-:13])=[O:12])[C:2]2[S:17][C:18]([NH:45][C:44]3[CH:46]=[CH:47][C:41]([C:40]([F:48])([F:49])[F:39])=[CH:42][CH:43]=3)=[N:19][C:4](=[S:59])[C:3]=2[CH:7]=1)([O-:16])=[O:15]. The catalyst class is: 93. (3) Reactant: C([O:4][C@@H:5]([CH2:8][CH2:9][C:10]1[CH:15]=[CH:14][CH:13]=[CH:12][C:11]=1[OH:16])[CH2:6][Br:7])(=O)C.Cl.CCOCC. Product: [Br:7][CH2:6][C@@H:5]([OH:4])[CH2:8][CH2:9][C:10]1[CH:15]=[CH:14][CH:13]=[CH:12][C:11]=1[OH:16]. The catalyst class is: 5. (4) Reactant: I[C:2]1[C:7]([NH:8][CH3:9])=[C:6]([I:10])[N:5]=[CH:4][N:3]=1.C(=O)([O-])[O-].[K+].[K+].[NH2:17][C:18]1[CH:23]=[CH:22][C:21]([OH:24])=[CH:20][C:19]=1[Cl:25].O. Product: [NH2:17][C:18]1[CH:23]=[CH:22][C:21]([O:24][C:2]2[C:7]([NH:8][CH3:9])=[C:6]([I:10])[N:5]=[CH:4][N:3]=2)=[CH:20][C:19]=1[Cl:25]. The catalyst class is: 60. (5) Reactant: [NH2:1][C:2]1[N:3]=[CH:4][C:5]2[CH2:11][N:10]([C:12]3[CH:13]=[C:14]([CH:18]=[CH:19][CH:20]=3)[C:15](O)=[O:16])[CH2:9][CH2:8][C:6]=2[N:7]=1.C(N(CC)C(C)C)(C)C.CCOC(C(C#N)=NOC(N1CCOCC1)=[N+](C)C)=O.F[P-](F)(F)(F)(F)F.[CH2:57]([C:59]1[CH:60]=[C:61]([CH:63]=[CH:64][CH:65]=1)[NH2:62])[CH3:58]. Product: [NH2:1][C:2]1[N:3]=[CH:4][C:5]2[CH2:11][N:10]([C:12]3[CH:13]=[C:14]([CH:18]=[CH:19][CH:20]=3)[C:15]([NH:62][C:61]3[CH:63]=[CH:64][CH:65]=[C:59]([CH2:57][CH3:58])[CH:60]=3)=[O:16])[CH2:9][CH2:8][C:6]=2[N:7]=1. The catalyst class is: 3.